From a dataset of Drug-target binding data from BindingDB using IC50 measurements. Regression. Given a target protein amino acid sequence and a drug SMILES string, predict the binding affinity score between them. We predict pIC50 (pIC50 = -log10(IC50 in M); higher means more potent). Dataset: bindingdb_ic50. (1) The small molecule is O=C([C@@H]1C[C@@H](c2ccccc2)CN1C(=O)c1ccccc1)N1CCC2(C=Cc3ccccc32)CC1. The target protein sequence is MADTGLRGWLLWALLLHVAQSELYTPIHQPGYCAFYDECGKNPELSGGLAPLSNVSCLSNTPALRVTGEHLTLLQRICPRLYTGTTTYACCSPKQLLSLETSLAVTKALLTRCPTCSDNFVNLHCQNTCSPNQSLFINVTRVAGGGGGRPQAVVAYEAFYQDTFAQQTYDSCSRVRIPAAATLAVGTMCGVYGSTLCNAQRWLNFQGDTSNGLAPLDITFHLMEPGQALGSGMQALTGEIRPCNESQGNGTVACSCQDCAASCPTIPQPQALDSTFYLGGLEGGLALVIILCSAFALLTTFLVGTRLASSCGKDKTPDPKAGMSLSDKLSLSTNVILSQCFQNWGTWVASWPLTILLVSIAVVLALSGGLAFVELTTDPVELWSAPSSQARSEKAFHDQHFGPFLRTNQVILTAPNRPSYHYDSLLLGPKNFSGVLASDLLLELLELQETLRHLQVWSPEEQRHISLQDICFAPLNPHNASLSDCCINSLLQYFQSNRTH.... The pIC50 is 3.3. (2) The drug is CN(C)Cc1ccc(Oc2ccc(S(=O)(=O)C3(C(=O)NO)CCC4(CCNCC4)C3)cc2)cc1. The target protein (P09238) has sequence MMHLAFLVLLCLPVCSAYPLSGAAKEEDSNKDLAQQYLEKYYNLEKDVKQFRRKDSNLIVKKIQGMQKFLGLEVTGKLDTDTLEVMRKPRCGVPDVGHFSSFPGMPKWRKTHLTYRIVNYTPDLPRDAVDSAIEKALKVWEEVTPLTFSRLYEGEADIMISFAVKEHGDFYSFDGPGHSLAHAYPPGPGLYGDIHFDDDEKWTEDASGTNLFLVAAHELGHSLGLFHSANTEALMYPLYNSFTELAQFRLSQDDVNGIQSLYGPPPASTEEPLVPTKSVPSGSEMPAKCDPALSFDAISTLRGEYLFFKDRYFWRRSHWNPEPEFHLISAFWPSLPSYLDAAYEVNSRDTVFIFKGNEFWAIRGNEVQAGYPRGIHTLGFPPTIRKIDAAVSDKEKKKTYFFAADKYWRFDENSQSMEQGFPRLIADDFPGVEPKVDAVLQAFGFFYFFSGSSQFEFDPNARMVTHILKSNSWLHC. The pIC50 is 5.1. (3) The drug is CCCCCCc1cc(=O)c(Oc2ccc(N)cc2)cn1C. The target protein (Q8Z9U1) has sequence MIIKPRVRGFICVTAHPTGCEANVKKQIDYVTTEGPIANGPKRVLVIGASTGYGLAARITAAFGCGADTLGVFFERPGEEGKPGTSGWYNSAAFHKFAAQKGLYAKSINGDAFSDEIKQLTIDAIKQDLGQVDQVIYSLASPRRTHPKTGEVFNSALKPIGNAVNLRGLDTDKEVIKESVLQPATQSEIDSTVAVMGGEDWQMWIDALLDAGVLAEGAQTTAFTYLGEKITHDIYWNGSIGAAKKDLDQKVLAIRESLAAHGGGDARVSVLKAVVTQASSAIPMMPLYLSLLFKVMKEKGTHEGCIEQVYSLYKDSLCGDSPHMDQEGRLRADYKELDPEVQNQVQQLWDQVTNDNIYQLTDFVGYKSEFLNLFGFGIDGVDYDADVNPDVKIPNLIQG. The pIC50 is 7.0.